Dataset: Reaction yield outcomes from USPTO patents with 853,638 reactions. Task: Predict the reaction yield, written as a fraction of the theoretical maximum amount of product (1.0 means a 100% yield; for example, 0.34 means a 34% yield). (1) The reactants are N[C:2]1[CH:11]=[CH:10][C:9]2[C:4](=[CH:5][C:6]([Br:12])=[CH:7][CH:8]=2)[CH:3]=1.Cl.N([O-])=O.[Na+].[F:18][B-](F)(F)F.[Na+]. The catalyst is C(OC)(C)(C)C.C(OCC)C. The product is [Br:12][C:6]1[CH:5]=[C:4]2[C:9]([CH:10]=[CH:11][CH:2]=[C:3]2[F:18])=[CH:8][CH:7]=1. The yield is 0.850. (2) The reactants are [N:1]1([C:7]([N:9]2[CH2:14][CH2:13][NH:12][CH:11]([C:15]([O:17][CH2:18][CH3:19])=[O:16])[CH2:10]2)=[O:8])[CH2:6][CH2:5][O:4][CH2:3][CH2:2]1.[CH2:20]([O:24][C:25]1[CH:30]=[CH:29][C:28]([S:31](Cl)(=[O:33])=[O:32])=[CH:27][CH:26]=1)[C:21]#[C:22][CH3:23].O. The catalyst is N1C=CC=CC=1. The product is [CH2:18]([O:17][C:15]([CH:11]1[CH2:10][N:9]([C:7]([N:1]2[CH2:6][CH2:5][O:4][CH2:3][CH2:2]2)=[O:8])[CH2:14][CH2:13][N:12]1[S:31]([C:28]1[CH:27]=[CH:26][C:25]([O:24][CH2:20][C:21]#[C:22][CH3:23])=[CH:30][CH:29]=1)(=[O:33])=[O:32])=[O:16])[CH3:19]. The yield is 0.810. (3) The reactants are C(O[C:6](=O)[N:7](C)[CH:8]1[CH2:13][CH2:12][N:11]([C:14]2[N:22]=[CH:21][N:20]=[C:19]3[C:15]=2[N:16]=[CH:17][N:18]3C2CCCCO2)[CH2:10][CH2:9]1)(C)(C)C.Cl. The catalyst is C(O)C. The product is [CH3:6][NH:7][CH:8]1[CH2:13][CH2:12][N:11]([C:14]2[N:22]=[CH:21][N:20]=[C:19]3[C:15]=2[N:16]=[CH:17][NH:18]3)[CH2:10][CH2:9]1. The yield is 0.390. (4) The reactants are [CH:1]1([N:4]2[C:13]([C@@H:14]([NH:16][C:17]3[N:25]=[CH:24][N:23]=[C:22]4[C:18]=3[N:19]=[CH:20][N:21]4C3CCCCO3)[CH3:15])=[CH:12][C:11]3[C:6](=[C:7]([CH3:32])[CH:8]=[CH:9][CH:10]=3)[C:5]2=[O:33])[CH2:3][CH2:2]1.C([O-])(O)=O.[Na+]. The catalyst is Cl.CCO. The product is [N:25]1[C:17]([NH:16][C@H:14]([C:13]2[N:4]([CH:1]3[CH2:3][CH2:2]3)[C:5](=[O:33])[C:6]3[C:11]([CH:12]=2)=[CH:10][CH:9]=[CH:8][C:7]=3[CH3:32])[CH3:15])=[C:18]2[C:22]([NH:21][CH:20]=[N:19]2)=[N:23][CH:24]=1. The yield is 0.830. (5) The catalyst is CC1C=CC(S(O)(=O)=O)=CC=1.C1(C)C=CC=CC=1. The reactants are [F:1][C:2]1[CH:3]=[C:4]([C:29]2[C:30]([C:35]#[N:36])=[CH:31][CH:32]=[CH:33][CH:34]=2)[CH:5]=[CH:6][C:7]=1[CH2:8][C:9]1[C:10](=[O:28])[N:11]([CH:21]2[CH2:26][CH2:25][C:24](=[O:27])[CH2:23][CH2:22]2)[C:12]2[N:13]([N:18]=[CH:19][N:20]=2)[C:14]=1[CH2:15][CH2:16][CH3:17].[OH:37][CH2:38][C:39]1([CH:43](O)[CH3:44])[CH2:42][CH2:41][CH2:40]1. The product is [F:1][C:2]1[CH:3]=[C:4]([C:29]2[C:30]([C:35]#[N:36])=[CH:31][CH:32]=[CH:33][CH:34]=2)[CH:5]=[CH:6][C:7]=1[CH2:8][C:9]1[C:10](=[O:28])[N:11]([CH:21]2[CH2:22][CH2:23][C:24]3([O:37][CH2:38][C:39]4([CH2:42][CH2:41][CH2:40]4)[CH:43]([CH3:44])[O:27]3)[CH2:25][CH2:26]2)[C:12]2[N:13]([N:18]=[CH:19][N:20]=2)[C:14]=1[CH2:15][CH2:16][CH3:17]. The yield is 0.900. (6) The reactants are [Cl:1][C:2]1[CH:7]=[C:6]([CH3:8])[CH:5]=[CH:4][N:3]=1.[H-].[K+].[C:11](=[O:18])([O:15][CH2:16][CH3:17])OCC. No catalyst specified. The product is [Cl:1][C:2]1[CH:7]=[C:6]([CH:8]([C:11]([O:15][CH2:16][CH3:17])=[O:18])[C:11]([O:15][CH2:16][CH3:17])=[O:18])[CH:5]=[CH:4][N:3]=1. The yield is 0.360. (7) The reactants are C[Si]([C:5]#[C:6][C:7]1[CH:8]=[C:9]([CH:13]=[CH:14][CH:15]=1)[C:10]([NH2:12])=[O:11])(C)C.CCCC[N+](CCCC)(CCCC)CCCC.[F-].O. The catalyst is C1COCC1. The product is [C:6]([C:7]1[CH:8]=[C:9]([CH:13]=[CH:14][CH:15]=1)[C:10]([NH2:12])=[O:11])#[CH:5]. The yield is 0.950.